Predict the reactants needed to synthesize the given product. From a dataset of Full USPTO retrosynthesis dataset with 1.9M reactions from patents (1976-2016). (1) The reactants are: [C:1]([O:5][C:6]1[CH:11]=[CH:10][CH:9]=[C:8]([CH:12]=[CH2:13])[N:7]=1)([CH3:4])([CH3:3])[CH3:2].Cl.[F:15][C:16]1[CH:30]=[CH:29][CH:28]=[CH:27][C:17]=1[O:18][CH2:19][C:20]1([OH:26])[CH2:25][CH2:24][NH:23][CH2:22][CH2:21]1.O.C(OCC)(=O)C. Given the product [C:1]([O:5][C:6]1[N:7]=[C:8]([CH2:12][CH2:13][N:23]2[CH2:24][CH2:25][C:20]([CH2:19][O:18][C:17]3[CH:27]=[CH:28][CH:29]=[CH:30][C:16]=3[F:15])([OH:26])[CH2:21][CH2:22]2)[CH:9]=[CH:10][CH:11]=1)([CH3:4])([CH3:3])[CH3:2], predict the reactants needed to synthesize it. (2) Given the product [ClH:31].[Cl:32][C:27]1[CH:26]=[C:25]([C@H:13]([CH2:12][CH2:11][N:8]2[CH2:9][CH2:10][CH:5]([N:4]3[CH2:3][CH2:2][NH:1][C:33]3=[O:34])[CH2:6][CH2:7]2)[CH2:14][N:15]([CH3:24])[C:16](=[O:23])[C:17]2[CH:22]=[CH:21][CH:20]=[CH:19][CH:18]=2)[CH:30]=[CH:29][C:28]=1[Cl:31], predict the reactants needed to synthesize it. The reactants are: [NH2:1][CH2:2][CH2:3][NH:4][CH:5]1[CH2:10][CH2:9][N:8]([CH2:11][CH2:12][C@@H:13]([C:25]2[CH:30]=[CH:29][C:28]([Cl:31])=[C:27]([Cl:32])[CH:26]=2)[CH2:14][N:15]([CH3:24])[C:16](=[O:23])[C:17]2[CH:22]=[CH:21][CH:20]=[CH:19][CH:18]=2)[CH2:7][CH2:6]1.[C:33](N1C=CN=C1)(N1C=CN=C1)=[O:34]. (3) Given the product [CH3:19][O:18][C:15]1[CH:16]=[C:17]2[C:12](=[CH:13][C:14]=1[O:20][CH3:21])[N:11]=[CH:10][CH:9]=[C:8]2[C:5]1[CH:4]=[C:3]([CH3:22])[C:2]([N:23]2[CH2:28][CH2:27][CH:26]([C:29]([OH:32])([CH3:31])[CH3:30])[CH2:25][CH2:24]2)=[N:7][CH:6]=1, predict the reactants needed to synthesize it. The reactants are: F[C:2]1[N:7]=[CH:6][C:5]([C:8]2[C:17]3[C:12](=[CH:13][C:14]([O:20][CH3:21])=[C:15]([O:18][CH3:19])[CH:16]=3)[N:11]=[CH:10][CH:9]=2)=[CH:4][C:3]=1[CH3:22].[NH:23]1[CH2:28][CH2:27][CH:26]([C:29]([OH:32])([CH3:31])[CH3:30])[CH2:25][CH2:24]1. (4) Given the product [CH2:1]([O:5][C:6]1[C:7]([C:11]2[CH2:12][N:13]([CH3:17])[CH2:14][CH2:15][CH:16]=2)=[N:8][NH:9][CH:10]=1)[CH2:2][CH2:3][CH3:4], predict the reactants needed to synthesize it. The reactants are: [CH2:1]([O:5][C:6]1[C:7]([C:11]2[CH:12]=[N:13][CH:14]=[CH:15][CH:16]=2)=[N:8][NH:9][CH:10]=1)[CH2:2][CH2:3][CH3:4].[CH3:17]SC1C(C2C=NC=CC=2)=NNC=1. (5) Given the product [CH3:18][S:19]([O:10][CH2:9][CH2:8][C:5]1[CH:6]=[CH:7][C:2]([O:1][S:19]([CH3:18])(=[O:21])=[O:20])=[CH:3][CH:4]=1)(=[O:21])=[O:20], predict the reactants needed to synthesize it. The reactants are: [OH:1][C:2]1[CH:7]=[CH:6][C:5]([CH2:8][CH2:9][OH:10])=[CH:4][CH:3]=1.C(N(CC)CC)C.[CH3:18][S:19](Cl)(=[O:21])=[O:20]. (6) The reactants are: [NH2:1][C:2]1[N:7]=[CH:6][C:5]([C:8]#[N:9])=[CH:4][CH:3]=1.Cl[C:11]([O:13][CH2:14][CH2:15][O:16][CH2:17][CH2:18][O:19][CH3:20])=[O:12].C(N(CC)C(C)C)(C)C. Given the product [C:8]([C:5]1[CH:4]=[CH:3][C:2]([NH:1][C:11](=[O:12])[O:13][CH2:14][CH2:15][O:16][CH2:17][CH2:18][O:19][CH3:20])=[N:7][CH:6]=1)#[N:9], predict the reactants needed to synthesize it. (7) Given the product [CH2:2]([O:4][C:5]([C:7]1[N:8]([CH2:24][C:25]2[C:34]3[C:29](=[CH:30][CH:31]=[C:32]([F:35])[CH:33]=3)[CH:28]=[CH:27][CH:26]=2)[C:9]2[C:14]([C:15]=1[CH2:16][NH2:17])=[CH:13][C:12]([F:23])=[CH:11][CH:10]=2)=[O:6])[CH3:3], predict the reactants needed to synthesize it. The reactants are: Cl.[CH2:2]([O:4][C:5]([C:7]1[N:8]([CH2:24][C:25]2[C:34]3[C:29](=[CH:30][CH:31]=[C:32]([F:35])[CH:33]=3)[CH:28]=[CH:27][CH:26]=2)[C:9]2[C:14]([C:15]=1[CH2:16][N:17](S(C)(=O)=O)C)=[CH:13][C:12]([F:23])=[CH:11][CH:10]=2)=[O:6])[CH3:3]. (8) Given the product [F:1][C:2]1[CH:3]=[C:4]([NH2:10])[C:5]([NH2:9])=[CH:6][C:7]=1[CH3:8], predict the reactants needed to synthesize it. The reactants are: [F:1][C:2]1[C:7]([CH3:8])=[CH:6][C:5]([NH2:9])=[C:4]([N+:10]([O-])=O)[CH:3]=1.[O-]S(S([O-])=O)=O.[Na+].[Na+].O. (9) Given the product [CH:21]([N:24]([CH:28]([CH3:30])[CH3:29])[C:25]([O:14][CH2:13][C:12]#[C:11][C:3]1[CH:2]=[N:1][C:10]2[C:5]([CH:4]=1)=[CH:6][CH:7]=[CH:8][CH:9]=2)=[O:26])([CH3:23])[CH3:22], predict the reactants needed to synthesize it. The reactants are: [N:1]1[C:10]2[C:5](=[CH:6][CH:7]=[CH:8][CH:9]=2)[CH:4]=[C:3]([C:11]#[C:12][CH2:13][OH:14])[CH:2]=1.CC(C)([O-])C.[K+].[CH:21]([N:24]([CH:28]([CH3:30])[CH3:29])[C:25](Cl)=[O:26])([CH3:23])[CH3:22].[NH4+].[Cl-]. (10) Given the product [NH2:8][C:9]1[O:17][C:16]2[C:11](=[N:12][CH:13]=[C:14]([CH:18]3[CH2:19][CH2:20][CH2:21]3)[CH:15]=2)[C:10]=1[C:22]([NH:25][C:26]1[CH:27]=[N:28][CH:29]=[CH:30][C:31]=1[N:32]1[CH2:37][C@H:36]([CH3:38])[C@@H:35]([OH:39])[C@H:34]([NH2:47])[CH2:33]1)=[O:24], predict the reactants needed to synthesize it. The reactants are: C(OC([NH:8][C:9]1[O:17][C:16]2[C:11](=[N:12][CH:13]=[C:14]([CH:18]3[CH2:21][CH2:20][CH2:19]3)[CH:15]=2)[C:10]=1[C:22]([OH:24])=O)=O)(C)(C)C.[NH2:25][C:26]1[CH:27]=[N:28][CH:29]=[CH:30][C:31]=1[N:32]1[CH2:37][C@H:36]([CH3:38])[C@@H:35]([O:39][Si](C(C)(C)C)(C)C)[C@H:34]([NH:47]C(=O)[O-])[CH2:33]1.